Predict the reactants needed to synthesize the given product. From a dataset of Full USPTO retrosynthesis dataset with 1.9M reactions from patents (1976-2016). (1) Given the product [CH3:33][N:7]([C:1]1[CH:6]=[CH:5][CH:4]=[CH:3][CH:2]=1)[C:8]([N:10]1[CH2:19][CH2:18][C:17]2[C:12](=[CH:13][CH:14]=[CH:15][CH:16]=2)[CH:11]1[C:20]1[CH:21]=[CH:22][C:23]([C:26]([F:29])([F:27])[F:28])=[CH:24][CH:25]=1)=[O:9], predict the reactants needed to synthesize it. The reactants are: [C:1]1([NH:7][C:8]([N:10]2[CH2:19][CH2:18][C:17]3[C:12](=[CH:13][CH:14]=[CH:15][CH:16]=3)[CH:11]2[C:20]2[CH:25]=[CH:24][C:23]([C:26]([F:29])([F:28])[F:27])=[CH:22][CH:21]=2)=[O:9])[CH:6]=[CH:5][CH:4]=[CH:3][CH:2]=1.[H-].[Na+].I[CH3:33].O. (2) Given the product [CH3:27][C:9]1[C:8]([C:5]2[CH:6]=[N:7][C:2]([CH2:44][S:45]([CH3:48])(=[O:47])=[O:46])=[C:3]([N:28]3[CH2:29][CH2:30][O:31][CH2:32][CH2:33]3)[CH:4]=2)=[CH:13][C:12]([NH:14][C:15](=[O:26])[C:16]2[CH:21]=[CH:20][CH:19]=[C:18]([C:22]([F:24])([F:23])[F:25])[CH:17]=2)=[CH:11][N:10]=1, predict the reactants needed to synthesize it. The reactants are: F[C:2]1[N:7]=[CH:6][C:5]([C:8]2[C:9]([CH3:27])=[N:10][CH:11]=[C:12]([NH:14][C:15](=[O:26])[C:16]3[CH:21]=[CH:20][CH:19]=[C:18]([C:22]([F:25])([F:24])[F:23])[CH:17]=3)[CH:13]=2)=[CH:4][C:3]=1[N:28]1[CH2:33][CH2:32][O:31][CH2:30][CH2:29]1.C[Si]([N-][Si](C)(C)C)(C)C.[Na+].[CH3:44][S:45]([CH3:48])(=[O:47])=[O:46]. (3) Given the product [NH3:2].[Cl:34][C:12]1[C:13]2[C:18](=[CH:17][C:16]([S:19]([NH:22][C:23]3([C:30]([O:32][CH3:33])=[O:31])[CH2:24][CH2:25][N:26]([CH3:29])[CH2:27][CH2:28]3)(=[O:21])=[O:20])=[CH:15][CH:14]=2)[C:9]([NH:4][C:3]([NH2:5])=[NH:2])=[N:10][CH:11]=1, predict the reactants needed to synthesize it. The reactants are: Cl.[NH2:2][C:3]([NH2:5])=[NH:4].[H-].[Na+].Cl[C:9]1[C:18]2[C:13](=[CH:14][CH:15]=[C:16]([S:19]([NH:22][C:23]3([C:30]([O:32][CH3:33])=[O:31])[CH2:28][CH2:27][N:26]([CH3:29])[CH2:25][CH2:24]3)(=[O:21])=[O:20])[CH:17]=2)[C:12]([Cl:34])=[CH:11][N:10]=1.O.